From a dataset of Reaction yield outcomes from USPTO patents with 853,638 reactions. Predict the reaction yield, written as a fraction of the theoretical maximum amount of product (1.0 means a 100% yield; for example, 0.34 means a 34% yield). (1) The reactants are [Br:1][C:2]1[CH:3]=[C:4]2[C:8](=[CH:9][CH:10]=1)[NH:7][CH:6]=[C:5]2[CH2:11][C:12]([OH:14])=[O:13].[CH3:15][Si](C=[N+]=[N-])(C)C. The catalyst is CO. The product is [CH3:15][O:13][C:12](=[O:14])[CH2:11][C:5]1[C:4]2[C:8](=[CH:9][CH:10]=[C:2]([Br:1])[CH:3]=2)[NH:7][CH:6]=1. The yield is 0.990. (2) The reactants are [C:1]([C:5]1[CH:9]=[C:8]([NH2:10])[N:7]([C:11]2[CH:16]=[CH:15][CH:14]=[CH:13][C:12]=2[F:17])[N:6]=1)([CH3:4])([CH3:3])[CH3:2].Cl[C:19]([O:21][C:22]1[CH:27]=[CH:26][CH:25]=[CH:24][CH:23]=1)=[O:20]. No catalyst specified. The product is [C:1]([C:5]1[CH:9]=[C:8]([NH:10][C:19](=[O:20])[O:21][C:22]2[CH:27]=[CH:26][CH:25]=[CH:24][CH:23]=2)[N:7]([C:11]2[CH:16]=[CH:15][CH:14]=[CH:13][C:12]=2[F:17])[N:6]=1)([CH3:4])([CH3:2])[CH3:3]. The yield is 0.590. (3) The reactants are [CH3:1][O:2][C:3]1[CH:12]=[C:11]2[C:6]([C:7]([OH:13])=[N:8][CH:9]=[N:10]2)=[CH:5][C:4]=1[OH:14].[CH3:15][C:16](OC(C)=O)=[O:17]. The yield is 1.00. The catalyst is N1C=CC=CC=1. The product is [OH:13][C:7]1[C:6]2[C:11](=[CH:12][C:3]([O:2][CH3:1])=[C:4]([O:14][C:16](=[O:17])[CH3:15])[CH:5]=2)[N:10]=[CH:9][N:8]=1. (4) The reactants are [Cl:1][C:2]1[CH:18]=[CH:17][C:5]2[C:6]([S:13][CH2:14][C:15]#[N:16])=[C:7]([C:9](OC)=[O:10])[S:8][C:4]=2[CH:3]=1.O.[OH-].[Li+]. The catalyst is CN(C=O)C.Cl.C(OCC)(=O)C. The product is [Cl:1][C:2]1[CH:18]=[CH:17][C:5]2[C:6]3[S:13][C:14]([C:15]#[N:16])=[C:9]([OH:10])[C:7]=3[S:8][C:4]=2[CH:3]=1. The yield is 0.430.